This data is from Full USPTO retrosynthesis dataset with 1.9M reactions from patents (1976-2016). The task is: Predict the reactants needed to synthesize the given product. (1) Given the product [Br:2][CH2:3][CH2:4][CH2:5][CH2:6][CH2:7][C@H:8]1[CH2:9][CH2:10][C@H:11]([NH:14][S:23]([C:20]2[CH:19]=[CH:18][C:17]([C:16]([F:15])([F:27])[F:28])=[CH:22][CH:21]=2)(=[O:25])=[O:24])[CH2:12][CH2:13]1, predict the reactants needed to synthesize it. The reactants are: [Br-].[Br:2][CH2:3][CH2:4][CH2:5][CH2:6][CH2:7][C@H:8]1[CH2:13][CH2:12][C@H:11]([NH3+:14])[CH2:10][CH2:9]1.[F:15][C:16]([F:28])([F:27])[C:17]1[CH:22]=[CH:21][C:20]([S:23](Cl)(=[O:25])=[O:24])=[CH:19][CH:18]=1. (2) The reactants are: [CH2:1](Br)[C:2]#[CH:3].[C:5]1(=[O:15])[NH:9][C:8](=[O:10])[C:7]2=[CH:11][CH:12]=[CH:13][CH:14]=[C:6]12.[K]. Given the product [CH2:1]([N:9]1[C:8](=[O:10])[C:7]2=[CH:11][CH:12]=[CH:13][CH:14]=[C:6]2[C:5]1=[O:15])[C:2]#[CH:3], predict the reactants needed to synthesize it. (3) Given the product [Cl:31][C:32]1[CH:37]=[C:36]([CH2:38][N:12]2[C:8]([CH3:7])=[CH:9][C:10]([C:13]3[O:17][N:16]=[C:15]([C:18]4[CH:23]=[CH:22][C:21]([CH:24]5[CH2:29][CH2:28][O:27][CH2:26][CH2:25]5)=[C:20]([CH3:30])[CH:19]=4)[N:14]=3)=[N:11]2)[CH:35]=[CH:34][N:33]=1, predict the reactants needed to synthesize it. The reactants are: CC([O-])(C)C.[K+].[CH3:7][C:8]1[NH:12][N:11]=[C:10]([C:13]2[O:17][N:16]=[C:15]([C:18]3[CH:23]=[CH:22][C:21]([CH:24]4[CH2:29][CH2:28][O:27][CH2:26][CH2:25]4)=[C:20]([CH3:30])[CH:19]=3)[N:14]=2)[CH:9]=1.[Cl:31][C:32]1[CH:37]=[C:36]([CH2:38]Cl)[CH:35]=[CH:34][N:33]=1.O. (4) Given the product [N:8]1([C:6]([O:5][C:1]([CH3:4])([CH3:2])[CH3:3])=[O:7])[CH2:13][CH2:12][CH:11]([C:14]([O:16][CH2:26][Cl:27])=[O:15])[CH2:10][CH2:9]1, predict the reactants needed to synthesize it. The reactants are: [C:1]([O:5][C:6]([N:8]1[CH2:13][CH2:12][CH:11]([C:14]([OH:16])=[O:15])[CH2:10][CH2:9]1)=[O:7])([CH3:4])([CH3:3])[CH3:2].C([O-])(O)=O.[Na+].S(Cl)(O[CH2:26][Cl:27])(=O)=O. (5) Given the product [CH3:19][CH:20]([CH3:36])[C:21]([NH:23][C:24]1[CH:29]=[CH:28][CH:27]=[C:26]([CH:30]2[CH2:35][CH2:34][N:33]([CH2:15][C:13]3[O:14][C:10]([C:6]4[CH:7]=[CH:8][CH:9]=[C:4]([O:3][C:2]([F:1])([F:17])[F:18])[CH:5]=4)=[CH:11][CH:12]=3)[CH2:32][CH2:31]2)[CH:25]=1)=[O:22], predict the reactants needed to synthesize it. The reactants are: [F:1][C:2]([F:18])([F:17])[O:3][C:4]1[CH:5]=[C:6]([C:10]2[O:14][C:13]([CH:15]=O)=[CH:12][CH:11]=2)[CH:7]=[CH:8][CH:9]=1.[CH3:19][CH:20]([CH3:36])[C:21]([NH:23][C:24]1[CH:29]=[CH:28][CH:27]=[C:26]([CH:30]2[CH2:35][CH2:34][NH:33][CH2:32][CH2:31]2)[CH:25]=1)=[O:22]. (6) Given the product [C:23]1([CH2:22][CH2:21][CH2:20][O:1][C:2]2[CH:9]=[CH:8][C:5]([CH:6]=[O:7])=[CH:4][C:3]=2[N+:10]([O-:12])=[O:11])[CH:28]=[CH:27][CH:26]=[CH:25][CH:24]=1, predict the reactants needed to synthesize it. The reactants are: [OH:1][C:2]1[CH:9]=[CH:8][C:5]([CH:6]=[O:7])=[CH:4][C:3]=1[N+:10]([O-:12])=[O:11].C(=O)([O-])[O-].[K+].[K+].Br[CH2:20][CH2:21][CH2:22][C:23]1[CH:28]=[CH:27][CH:26]=[CH:25][CH:24]=1.CN(C)C=O. (7) Given the product [CH3:13][C:1]1[CH:6]=[C:5]([CH3:7])[CH:4]=[C:3]([CH3:8])[C:2]=1[S:9]([O:30][C:28]1[C:27]([CH2:31][C:32]2[CH:37]=[CH:36][C:35]([CH2:38][OH:39])=[CH:34][C:33]=2[O:40][CH3:41])=[C:26]([CH3:42])[N:25]=[C:24]([NH2:23])[N:29]=1)(=[O:11])=[O:10], predict the reactants needed to synthesize it. The reactants are: [C:1]1([CH3:13])[CH:6]=[C:5]([CH3:7])[CH:4]=[C:3]([CH3:8])[C:2]=1[S:9](Cl)(=[O:11])=[O:10].C(N(C(C)C)CC)(C)C.[NH2:23][C:24]1[N:29]=[C:28]([OH:30])[C:27]([CH2:31][C:32]2[CH:37]=[CH:36][C:35]([CH2:38][OH:39])=[CH:34][C:33]=2[O:40][CH3:41])=[C:26]([CH3:42])[N:25]=1.